From a dataset of Forward reaction prediction with 1.9M reactions from USPTO patents (1976-2016). Predict the product of the given reaction. Given the reactants [CH3:1][CH:2]([NH2:5])[CH2:3][CH3:4].[F:6][C:7]([F:19])([F:18])[C:8]1[CH:9]=C(CC(=O)C)[CH:11]=[CH:12][CH:13]=1.C1([C@H](N)C)C=CC=CC=1.C(O)(=O)CCCCCCC/C=C\CCCCCCCC, predict the reaction product. The product is: [F:6][C:7]([F:19])([F:18])[C:8]1[CH:9]=[C:4]([CH2:3][C@H:2]([NH2:5])[CH3:1])[CH:11]=[CH:12][CH:13]=1.